This data is from Forward reaction prediction with 1.9M reactions from USPTO patents (1976-2016). The task is: Predict the product of the given reaction. (1) Given the reactants [CH3:1][CH:2]([CH3:17])[C@@H:3]([NH:6][C:7]1[CH:12]=[CH:11][C:10]([C:13]([F:16])([F:15])[F:14])=[CH:9][CH:8]=1)[CH2:4][OH:5].[CH2:18](Br)[CH2:19][C:20]1[CH:25]=[CH:24][CH:23]=[CH:22][CH:21]=1.[OH-].[Na+], predict the reaction product. The product is: [CH3:1][CH:2]([CH3:17])[C@@H:3]([NH:6][C:7]1[CH:12]=[CH:11][C:10]([C:13]([F:14])([F:15])[F:16])=[CH:9][CH:8]=1)[CH2:4][O:5][CH2:18][CH2:19][C:20]1[CH:25]=[CH:24][CH:23]=[CH:22][CH:21]=1. (2) Given the reactants [Cl:1][C:2]1[CH:25]=[N:24][C:5]2[NH:6][C:7]3[C:12]([C:4]=2[CH:3]=1)=[C:11]([C:13]1[CH:18]=[CH:17][CH:16]=[C:15]([S:19]([CH2:22][CH3:23])(=[O:21])=[O:20])[CH:14]=1)[CH:10]=[CH:9][CH:8]=3.[I:26]N1C(=O)CCC1=O.CS(O)(=O)=O.S([O-])([O-])=O.[Na+].[Na+], predict the reaction product. The product is: [Cl:1][C:2]1[CH:25]=[N:24][C:5]2[NH:6][C:7]3[C:12]([C:4]=2[CH:3]=1)=[C:11]([C:13]1[CH:18]=[CH:17][CH:16]=[C:15]([S:19]([CH2:22][CH3:23])(=[O:21])=[O:20])[CH:14]=1)[C:10]([I:26])=[CH:9][CH:8]=3. (3) Given the reactants Br[C:2]1[N:7]=[C:6]([N:8]([CH2:13][CH2:14][CH2:15][CH3:16])[CH2:9][CH2:10][CH2:11][CH3:12])[CH:5]=[CH:4][CH:3]=1.P([O-])([O-])([O-])=O.[K+].[K+].[K+].C(N(CCCC)C(C1N=C([C:38]2[CH:47]=[CH:46][C:41]([C:42]([O:44][CH3:45])=[O:43])=[CH:40][C:39]=2[C:48]([N:50]2[CH2:59][CH2:58][C:57]3[C:52](=[CH:53][CH:54]=[CH:55][CH:56]=3)[CH2:51]2)=[O:49])C=CC=1)=O)CCC, predict the reaction product. The product is: [CH2:9]([N:8]([CH2:13][CH2:14][CH2:15][CH3:16])[C:6]1[N:7]=[C:2]([C:38]2[CH:47]=[CH:46][C:41]([C:42]([O:44][CH3:45])=[O:43])=[CH:40][C:39]=2[C:48]([N:50]2[CH2:59][CH2:58][C:57]3[C:52](=[CH:53][CH:54]=[CH:55][CH:56]=3)[CH2:51]2)=[O:49])[CH:3]=[CH:4][CH:5]=1)[CH2:10][CH2:11][CH3:12]. (4) Given the reactants [CH3:1][O:2][C:3]([CH2:5][N:6]1[C:10](/[CH:11]=[C:12]2\[CH2:13][N:14]([C:19]([C:32]3[CH:37]=[CH:36][CH:35]=[CH:34][CH:33]=3)([C:26]3[CH:31]=[CH:30][CH:29]=[CH:28][CH:27]=3)[C:20]3[CH:25]=[CH:24][CH:23]=[CH:22][CH:21]=3)[CH2:15][CH2:16][CH:17]\2O)=[CH:9][N:8]=[N:7]1)=[O:4].ClCCl.[C:41]([OH:44])(=[S:43])[CH3:42].C(OC(OCC(C)(C)C)N(C)C)C(C)(C)C, predict the reaction product. The product is: [C:41]([S:43][CH:17]1[CH2:16][CH2:15][N:14]([C:19]([C:20]2[CH:21]=[CH:22][CH:23]=[CH:24][CH:25]=2)([C:26]2[CH:27]=[CH:28][CH:29]=[CH:30][CH:31]=2)[C:32]2[CH:33]=[CH:34][CH:35]=[CH:36][CH:37]=2)[CH2:13]/[C:12]/1=[CH:11]\[C:10]1[N:6]([CH2:5][C:3]([O:2][CH3:1])=[O:4])[N:7]=[N:8][CH:9]=1)(=[O:44])[CH3:42]. (5) Given the reactants [CH3:1][C@@:2]1([C:18]([F:21])([F:20])[F:19])[CH2:17][N:5]2[C:6](=[O:16])[CH:7]=[C:8]([N:10]3[CH2:15][CH2:14][O:13][CH2:12][CH2:11]3)[N:9]=[C:4]2[NH:3]1.Br[CH2:23][CH2:24][C:25]1[CH:30]=[CH:29][CH:28]=[C:27]([Cl:31])[CH:26]=1.C(=O)([O-])[O-].[Cs+].[Cs+], predict the reaction product. The product is: [Cl:31][C:27]1[CH:26]=[C:25]([CH2:24][CH2:23][N:3]2[C:4]3=[N:9][C:8]([N:10]4[CH2:11][CH2:12][O:13][CH2:14][CH2:15]4)=[CH:7][C:6](=[O:16])[N:5]3[CH2:17][C@@:2]2([CH3:1])[C:18]([F:21])([F:19])[F:20])[CH:30]=[CH:29][CH:28]=1. (6) Given the reactants Br[C:2]1[CH:25]=[CH:24][C:5]2[C:6]3[N:10]=[CH:9][N:8]([C:11]4[CH:16]=[CH:15][C:14]([O:17][C:18]([F:21])([F:20])[F:19])=[CH:13][CH:12]=4)[C:7]=3[CH:22]=[CH:23][C:4]=2[CH:3]=1.[C:26]([O-:29])([O-])=[O:27].[Na+].[Na+].[CH3:32]O, predict the reaction product. The product is: [F:20][C:18]([F:21])([F:19])[O:17][C:14]1[CH:15]=[CH:16][C:11]([N:8]2[C:7]3[CH:22]=[CH:23][C:4]4[CH:3]=[C:2]([C:26]([O:29][CH3:32])=[O:27])[CH:25]=[CH:24][C:5]=4[C:6]=3[N:10]=[CH:9]2)=[CH:12][CH:13]=1. (7) Given the reactants C[O:2][C:3]([C:5]1[CH:6]=[C:7]([I:16])[CH:8]=[C:9]2[C:14]=1[O:13][CH:12]([CH3:15])[CH:11]=[CH:10]2)=[O:4], predict the reaction product. The product is: [I:16][C:7]1[CH:8]=[C:9]2[C:14](=[C:5]([C:3]([OH:4])=[O:2])[CH:6]=1)[O:13][CH:12]([CH3:15])[CH:11]=[CH:10]2. (8) Given the reactants C([Li])(C)(C)C.[CH2:6]([C:9]1([CH2:23][CH2:24][CH3:25])[C:21]2[CH:20]=[C:19](Br)[CH:18]=[CH:17][C:16]=2[C:15]2[C:10]1=[CH:11][CH:12]=[CH:13][CH:14]=2)[CH2:7][CH3:8].C[O:27][B:28](OC)[O:29]C.Cl, predict the reaction product. The product is: [CH2:6]([C:9]1([CH2:23][CH2:24][CH3:25])[C:21]2[CH:20]=[C:19]([B:28]([OH:29])[OH:27])[CH:18]=[CH:17][C:16]=2[C:15]2[C:10]1=[CH:11][CH:12]=[CH:13][CH:14]=2)[CH2:7][CH3:8].